This data is from Peptide-MHC class II binding affinity with 134,281 pairs from IEDB. The task is: Regression. Given a peptide amino acid sequence and an MHC pseudo amino acid sequence, predict their binding affinity value. This is MHC class II binding data. (1) The peptide sequence is SQDWELSWNLNGLQAY. The MHC is DRB1_0802 with pseudo-sequence DRB1_0802. The binding affinity (normalized) is 0.334. (2) The peptide sequence is QLSALWARFPLPVIP. The MHC is HLA-DQA10501-DQB10201 with pseudo-sequence HLA-DQA10501-DQB10201. The binding affinity (normalized) is 0.299.